This data is from Forward reaction prediction with 1.9M reactions from USPTO patents (1976-2016). The task is: Predict the product of the given reaction. (1) Given the reactants [F:1][C:2]([F:10])([F:9])[CH:3]([OH:8])[C:4]([F:7])([F:6])[F:5].Cl[C:12](Cl)([O:14]C(=O)OC(Cl)(Cl)Cl)Cl.C(N(CC)C(C)C)(C)C.[Cl:32][C:33]1[CH:38]=[CH:37][CH:36]=[C:35]([N:39]2[CH2:43][CH2:42][CH2:41][CH2:40]2)[C:34]=1[CH2:44][N:45]1[CH2:50][CH2:49][NH:48][CH2:47][CH2:46]1, predict the reaction product. The product is: [Cl:32][C:33]1[CH:38]=[CH:37][CH:36]=[C:35]([N:39]2[CH2:40][CH2:41][CH2:42][CH2:43]2)[C:34]=1[CH2:44][N:45]1[CH2:46][CH2:47][N:48]([C:12]([O:8][CH:3]([C:4]([F:7])([F:6])[F:5])[C:2]([F:10])([F:9])[F:1])=[O:14])[CH2:49][CH2:50]1. (2) Given the reactants Br.[CH3:2][O:3][C:4]1[CH:5]=[C:6]2[C:15](=[CH:16][CH:17]=1)[C:10]1[N:11]=[C:12]([NH2:14])[S:13][C:9]=1[CH2:8][CH2:7]2.[Cl:18][C:19]1[C:24]([Cl:25])=[C:23]([Cl:26])[CH:22]=[CH:21][C:20]=1[S:27](Cl)(=[O:29])=[O:28], predict the reaction product. The product is: [Cl:18][C:19]1[C:24]([Cl:25])=[C:23]([Cl:26])[CH:22]=[CH:21][C:20]=1[S:27]([NH:14][C:12]1[S:13][C:9]2[CH2:8][CH2:7][C:6]3[C:15](=[CH:16][CH:17]=[C:4]([O:3][CH3:2])[CH:5]=3)[C:10]=2[N:11]=1)(=[O:29])=[O:28]. (3) Given the reactants [NH2:1][C:2]1[CH:7]=[CH:6][C:5]([CH:8]([CH2:17][CH:18]2[CH2:22][CH2:21][CH2:20][CH2:19]2)[C:9]([NH:11][C:12]2[S:13][CH:14]=[CH:15][N:16]=2)=[O:10])=[CH:4][CH:3]=1.C(N(CC)C(C)C)(C)C.[C:32]([O:35][CH2:36][C:37](Cl)=[O:38])(=[O:34])[CH3:33], predict the reaction product. The product is: [CH:18]1([CH2:17][CH:8]([C:5]2[CH:4]=[CH:3][C:2]([NH:1][C:37]([CH2:36][O:35][C:32](=[O:34])[CH3:33])=[O:38])=[CH:7][CH:6]=2)[C:9](=[O:10])[NH:11][C:12]2[S:13][CH:14]=[CH:15][N:16]=2)[CH2:22][CH2:21][CH2:20][CH2:19]1. (4) Given the reactants [CH:1]1([NH:6][S:7]([C:10]2[C:15]([Cl:16])=[CH:14][CH:13]=[C:12]([N+:17]([O-])=O)[C:11]=2[OH:20])(=[O:9])=[O:8])[CH2:5][CH2:4][CH2:3][CH2:2]1.[H][H], predict the reaction product. The product is: [CH:1]1([NH:6][S:7]([C:10]2[C:15]([Cl:16])=[CH:14][CH:13]=[C:12]([NH2:17])[C:11]=2[OH:20])(=[O:9])=[O:8])[CH2:2][CH2:3][CH2:4][CH2:5]1.